This data is from Reaction yield outcomes from USPTO patents with 853,638 reactions. The task is: Predict the reaction yield, written as a fraction of the theoretical maximum amount of product (1.0 means a 100% yield; for example, 0.34 means a 34% yield). The reactants are FC(F)(F)C(O)=O.[CH3:8][O:9][C:10]1[CH:11]=[C:12]([CH:33]=[CH:34][C:35]=1[N+:36]([O-:38])=[O:37])[C:13]([C:15]1[N:23]2[C:18]([CH:19]=[CH:20][CH:21]=[CH:22]2)=[C:17]([NH:24]C(=O)OC(C)(C)C)[C:16]=1[CH3:32])=[O:14].C(=O)([O-])[O-].[K+].[K+]. The catalyst is ClCCl.C(OC(C)C)(C)C. The product is [NH2:24][C:17]1[C:16]([CH3:32])=[C:15]([C:13]([C:12]2[CH:33]=[CH:34][C:35]([N+:36]([O-:38])=[O:37])=[C:10]([O:9][CH3:8])[CH:11]=2)=[O:14])[N:23]2[C:18]=1[CH:19]=[CH:20][CH:21]=[CH:22]2. The yield is 0.870.